This data is from Experimentally validated miRNA-target interactions with 360,000+ pairs, plus equal number of negative samples. The task is: Binary Classification. Given a miRNA mature sequence and a target amino acid sequence, predict their likelihood of interaction. (1) The miRNA is hsa-miR-5585-3p with sequence CUGAAUAGCUGGGACUACAGGU. The protein sequence of the target gene is MEGAEGNAGQPGPAERSHRSSVSSVGARAADVLVYLADDTVVPLAVENLSSISAHELHRAVREVLQLPDVALEAFALWLVSPLLEVQLKPKHQPYKLGRQWPELLLRFTNASDDDVAMDEPSLQFRRNVFFPRRRELQIHDEEVLRLLYEEAKGNVLTARYPCDLEDCEVLGGLVCRVQLGPYQPGQPAACTLREKLDSFLPAHLCKRGHGLFAAFRGRGAKTGPGEQGLLNAYRQVKEVTGNNSEREATLGSHYRAYLLKCHELPFYGCAFFHGEVDKPAQGFLHRGGRKPVTVAISLE.... Result: 0 (no interaction). (2) Result: 0 (no interaction). The protein sequence of the target gene is MKHSKKTYDSFQDELEDYIKVQKARGLEPKTCFRKMKGDYLETCGYKGEVNSRPTYRMFDQRLPSETIQTYPRSCNIPQTVENRLPQWLPAHDSRLRLDSLSYCQFTRDCFSEKPVPLNFNQQEYICGSHGVEHRVYKHFSSDNSTSTHQASHKQIHQKRKRHPEEGREKSEEERSKHKRKKSCEEIDLDKHKSIQRKKTEVEIETVHVSTEKLKNRKEKKSRDVVSKKEERKRTKKKKEQGQERTEEEMLWDQSILGF. The miRNA is hsa-miR-4304 with sequence CCGGCAUGUCCAGGGCA. (3) Result: 0 (no interaction). The miRNA is hsa-miR-642a-3p with sequence AGACACAUUUGGAGAGGGAACC. The protein sequence of the target gene is MAAAAAARAVPVSSGFRGLRRTLPLVVILGATGTGKSTLALQLGQRLGGEIVSADSMQVYEGLDIITNKVSAQEQKMCQHHMISFVDPLVTSYTVVDFRNKATALIEDIFARDKIPIVVGGTNYYIESLLWKVLITTKPQEMGTGKVVDRKVELEKEDGHELHKRLSQVDPEMAAKLHPHDKRKVARSLQVFEETGISHSEFLHRQHAEEGGGPLGGPLRFPNPCILWLHADQAVLDERLDKRVDDMLAAGLLEELRGFHRRYNLKNISENSQDYQHGIFQSIGFKEFHEYLTTEGKCTP.... (4) The miRNA is hsa-miR-412-3p with sequence ACUUCACCUGGUCCACUAGCCGU. The protein sequence of the target gene is MKMEEMSLSGLDNSKLEAIAQEIYADLVEDSCLGFCFEVHRAVKCGYFFLDDTDPDSMKDFEIVDQPGLDIFGQVFNQWKSKECVCPNCSRSIAASRFAPHLEKCLGMGRNSSRIANRRIANSNNMNKSESDQEDNDDINDNDWSYGSEKKAKKRKSDKNPNSPRRSKSLKHKNGELSNSDPFKYNNSTGISYETLGPEELRSLLTTQCGVISEHTKKMCTRSLRCPQHTDEQRRTVRIYFLGPSAVLPEVESSLDNDSFDMTDSQALISRLQWDGSSDLSPSDSGSSKTSENQGWGLGT.... Result: 1 (interaction).